This data is from Reaction yield outcomes from USPTO patents with 853,638 reactions. The task is: Predict the reaction yield, written as a fraction of the theoretical maximum amount of product (1.0 means a 100% yield; for example, 0.34 means a 34% yield). (1) The reactants are [F:1][C:2]([F:32])([F:31])[C:3]1[N:8]2[N:9]=[CH:10][C:11]([C:12]#[C:13][C:14]3[CH:15]=[CH:16][C:17]([NH2:20])=[N:18][CH:19]=3)=[C:7]2[N:6]=[C:5]([C:21]2[CH:26]=[CH:25][C:24]([C:27]([F:30])([F:29])[F:28])=[CH:23][CH:22]=2)[CH:4]=1.[NH4+].[OH-].Cl.O.[C:37](OC(=O)C)(=[O:39])[CH3:38]. The yield is 0.970. The product is [F:32][C:2]([F:1])([F:31])[C:3]1[N:8]2[N:9]=[CH:10][C:11]([C:12]#[C:13][C:14]3[CH:15]=[CH:16][C:17]([NH:20][C:37](=[O:39])[CH3:38])=[N:18][CH:19]=3)=[C:7]2[N:6]=[C:5]([C:21]2[CH:26]=[CH:25][C:24]([C:27]([F:28])([F:29])[F:30])=[CH:23][CH:22]=2)[CH:4]=1. The catalyst is C1COCC1. (2) The reactants are Br[C:2]1[CH:10]=[CH:9][C:5]([N:6]([CH3:8])[CH3:7])=[C:4]([F:11])[CH:3]=1.C(B(CC)[C:15]1[CH:20]=[CH:19][N:18]=[CH:17][CH:16]=1)C. No catalyst specified. The product is [F:11][C:4]1[CH:3]=[C:2]([C:15]2[CH:20]=[CH:19][N:18]=[CH:17][CH:16]=2)[CH:10]=[CH:9][C:5]=1[N:6]([CH3:8])[CH3:7]. The yield is 0.440. (3) The reactants are C[N:2](C)/[CH:3]=[CH:4]/[C:5]1[C:14]2[C:9](=[CH:10][C:11]([O:17][CH3:18])=[C:12]([O:15][CH3:16])[CH:13]=2)[N:8]=[CH:7][C:6]=1[C:19]#[N:20]. The catalyst is CC(O)=O. The product is [CH3:18][O:17][C:11]1[C:12]([O:15][CH3:16])=[CH:13][C:14]2[C:5]3[C:6](=[C:19]([NH2:20])[N:2]=[CH:3][CH:4]=3)[CH:7]=[N:8][C:9]=2[CH:10]=1. The yield is 0.320.